Predict the reaction yield, written as a fraction of the theoretical maximum amount of product (1.0 means a 100% yield; for example, 0.34 means a 34% yield). From a dataset of Reaction yield outcomes from USPTO patents with 853,638 reactions. (1) The reactants are [C:1]([NH:4][C:5]1[C:6]2[N:7]=[CH:8][N:9]([C:27]=2[N:28]=[CH:29][N:30]=1)[C@@H:10]1[O:26][C@H:23]([CH2:24][OH:25])[C@@H:21]([OH:22])[C@H:11]1[O:12][CH2:13][O:14][CH2:15][O:16][CH2:17][CH2:18][C:19]#[N:20])(=[O:3])[CH3:2].N1C=CC=CC=1.[CH3:37][O:38][C:39]1[CH:60]=[CH:59][C:42]([C:43](Cl)([C:52]2[CH:57]=[CH:56][CH:55]=[CH:54][CH:53]=2)[C:44]2[CH:49]=[CH:48][C:47]([O:50][CH3:51])=[CH:46][CH:45]=2)=[CH:41][CH:40]=1. The catalyst is CO. The product is [C:1]([NH:4][C:5]1[C:6]2[N:7]=[CH:8][N:9]([C:27]=2[N:28]=[CH:29][N:30]=1)[C@@H:10]1[O:26][C@H:23]([CH2:24][O:25][C:43]([C:52]2[CH:57]=[CH:56][CH:55]=[CH:54][CH:53]=2)([C:44]2[CH:49]=[CH:48][C:47]([O:50][CH3:51])=[CH:46][CH:45]=2)[C:42]2[CH:41]=[CH:40][C:39]([O:38][CH3:37])=[CH:60][CH:59]=2)[C@@H:21]([OH:22])[C@H:11]1[O:12][CH2:13][O:14][CH2:15][O:16][CH2:17][CH2:18][C:19]#[N:20])(=[O:3])[CH3:2]. The yield is 0.760. (2) The reactants are Br[C:2]1[C:9]([O:10][CH2:11][O:12][CH3:13])=[CH:8][C:5]([CH:6]=[O:7])=[C:4]([F:14])[CH:3]=1.[O:15]1[CH:19]=[CH:18][C:17](B(O)O)=[CH:16]1.C([O-])([O-])=O.[Cs+].[Cs+]. The catalyst is CN(C)C=O.C1C=CC([P]([Pd]([P](C2C=CC=CC=2)(C2C=CC=CC=2)C2C=CC=CC=2)([P](C2C=CC=CC=2)(C2C=CC=CC=2)C2C=CC=CC=2)[P](C2C=CC=CC=2)(C2C=CC=CC=2)C2C=CC=CC=2)(C2C=CC=CC=2)C2C=CC=CC=2)=CC=1. The product is [F:14][C:4]1[CH:3]=[C:2]([C:17]2[CH:18]=[CH:19][O:15][CH:16]=2)[C:9]([O:10][CH2:11][O:12][CH3:13])=[CH:8][C:5]=1[CH:6]=[O:7]. The yield is 0.390. (3) The reactants are [CH2:1]([O:8][C:9]1[CH:18]=[C:17]2[C:12]([CH:13]=[CH:14][CH:15]=[C:16]2N)=[CH:11][CH:10]=1)[C:2]1[CH:7]=[CH:6][CH:5]=[CH:4][CH:3]=1.N([O-])=O.[Na+].[I-:24].[K+]. The catalyst is Cl.O.O1CCCC1. The product is [CH2:1]([O:8][C:9]1[CH:18]=[C:17]2[C:12]([CH:13]=[CH:14][CH:15]=[C:16]2[I:24])=[CH:11][CH:10]=1)[C:2]1[CH:7]=[CH:6][CH:5]=[CH:4][CH:3]=1. The yield is 0.610. (4) The product is [F:1][C:2]1[CH2:11][CH2:10][C:9]2[CH2:8][CH2:7][N:6]3[C:12]([C@@H:15]([NH:17][C:19]4[N:27]=[CH:26][N:25]=[C:24]5[C:20]=4[N:21]=[CH:22][NH:23]5)[CH3:16])=[N:13][CH:14]=[C:4]([C:5]=23)[CH:3]=1. The reactants are [F:1][C:2]1[CH2:11][CH2:10][C:9]2[CH2:8][CH2:7][N:6]3[C:12]([C@@H:15]([NH2:17])[CH3:16])=[N:13][CH:14]=[C:4]([C:5]=23)[CH:3]=1.Cl[C:19]1[N:27]=[CH:26][N:25]=[C:24]2[C:20]=1[N:21]=[CH:22][N:23]2C1CCCCO1.CCN(C(C)C)C(C)C. The yield is 0.690. The catalyst is C(O)CCC. (5) The reactants are Cl[C:2]1[N:11]=[CH:10][C:9]2[N:8]([CH2:12][C:13]([NH:15][CH2:16][CH:17]3[CH2:22][CH2:21][O:20][CH2:19][CH2:18]3)=[O:14])[CH2:7][C@@H:6]3[CH2:23][O:24][CH2:25][CH2:26][N:5]3[C:4]=2[N:3]=1.[OH:27][CH2:28][C:29]1[CH:34]=[CH:33][C:32](B(O)O)=[CH:31][CH:30]=1.C(=O)([O-])[O-].[Na+].[Na+]. The catalyst is O1CCOCC1.O.CCOC(C)=O.C1C=CC([P]([Pd]([P](C2C=CC=CC=2)(C2C=CC=CC=2)C2C=CC=CC=2)([P](C2C=CC=CC=2)(C2C=CC=CC=2)C2C=CC=CC=2)[P](C2C=CC=CC=2)(C2C=CC=CC=2)C2C=CC=CC=2)(C2C=CC=CC=2)C2C=CC=CC=2)=CC=1. The product is [OH:27][CH2:28][C:29]1[CH:34]=[CH:33][C:32]([C:2]2[N:11]=[CH:10][C:9]3[N:8]([CH2:12][C:13]([NH:15][CH2:16][CH:17]4[CH2:22][CH2:21][O:20][CH2:19][CH2:18]4)=[O:14])[CH2:7][C@@H:6]4[CH2:23][O:24][CH2:25][CH2:26][N:5]4[C:4]=3[N:3]=2)=[CH:31][CH:30]=1. The yield is 0.320. (6) The reactants are [F:1][C:2]1[CH:3]=[C:4]([CH:8]=[CH:9][C:10]=1[CH3:11])[C:5]([OH:7])=[O:6].[I:12]N1C(=O)CCC1=O.S([O-])([O-])(=O)=S.[Na+].[Na+]. The catalyst is OS(C(F)(F)F)(=O)=O. The product is [F:1][C:2]1[CH:3]=[C:4]([CH:8]=[C:9]([I:12])[C:10]=1[CH3:11])[C:5]([OH:7])=[O:6]. The yield is 0.530. (7) The catalyst is C1COCC1. The yield is 0.580. The reactants are [C:1]([NH:4][C:5]1[CH:10]=[C:9]([N:11]2[CH:15]=[C:14]([C:16]3[CH:21]=[CH:20][CH:19]=[CH:18][C:17]=3[Cl:22])[C:13]([C:23](OCC)=[O:24])=[CH:12]2)[C:8]([CH3:28])=[CH:7][N:6]=1)(=[O:3])[CH3:2].CCC(C)[BH-](C(C)CC)C(C)CC.[Li+]. The product is [Cl:22][C:17]1[CH:18]=[CH:19][CH:20]=[CH:21][C:16]=1[C:14]1[C:13]([CH2:23][OH:24])=[CH:12][N:11]([C:9]2[C:8]([CH3:28])=[CH:7][N:6]=[C:5]([NH:4][C:1](=[O:3])[CH3:2])[CH:10]=2)[CH:15]=1. (8) The reactants are [N:1]1[CH:2]=[CH:3][N:4]2[CH:9]=[CH:8][CH:7]=[C:6]([CH:10]=[C:11]3[C:19]4[C:14](=[CH:15][CH:16]=[CH:17][CH:18]=4)[C:13](=[O:20])[O:12]3)[C:5]=12. The catalyst is CCOC(C)=O.[Pd]. The product is [N:1]1[CH:2]=[CH:3][N:4]2[CH:9]=[CH:8][CH:7]=[C:6]([CH2:10][CH:11]3[C:19]4[C:14](=[CH:15][CH:16]=[CH:17][CH:18]=4)[C:13](=[O:20])[O:12]3)[C:5]=12. The yield is 0.780. (9) The reactants are Cl.[NH2:2][CH:3]([CH2:8][NH:9][C:10]([O:12][C:13]([CH3:16])([CH3:15])[CH3:14])=[O:11])[C:4]([O:6][CH3:7])=[O:5].CCN(CC)CC.[C:24](Cl)(=[O:34])[O:25][CH2:26][C:27]([CH3:33])([CH3:32])[CH2:28][CH2:29][CH:30]=[CH2:31]. The catalyst is C1COCC1. The product is [CH3:14][C:13]([CH3:16])([O:12][C:10](=[O:11])[NH:9][CH2:8][CH:3]([C:4]([O:6][CH3:7])=[O:5])[NH:2][C:24](=[O:34])[O:25][CH2:26][C:27]([CH3:33])([CH3:32])[CH2:28][CH2:29][CH:30]=[CH2:31])[CH3:15]. The yield is 0.900. (10) The reactants are [NH2:1][C:2]1[N:7]=[CH:6][N:5]=[C:4]2[N:8]([C@@H:12]3[CH2:17][CH2:16][CH2:15][N:14]([C:18]([O:20][C:21]([CH3:24])([CH3:23])[CH3:22])=[O:19])[CH2:13]3)[N:9]=[C:10](I)[C:3]=12.[F:25][C:26]1[CH:47]=[CH:46][C:45]([F:48])=[CH:44][C:27]=1[O:28][C:29]1[CH:34]=[CH:33][C:32](B2OC(C)(C)C(C)(C)O2)=[CH:31][CH:30]=1.C(=O)([O-])[O-].[Na+].[Na+]. The catalyst is O1CCOCC1.O.C1C=CC([P]([Pd]([P](C2C=CC=CC=2)(C2C=CC=CC=2)C2C=CC=CC=2)([P](C2C=CC=CC=2)(C2C=CC=CC=2)C2C=CC=CC=2)[P](C2C=CC=CC=2)(C2C=CC=CC=2)C2C=CC=CC=2)(C2C=CC=CC=2)C2C=CC=CC=2)=CC=1. The product is [NH2:1][C:2]1[N:7]=[CH:6][N:5]=[C:4]2[N:8]([C@@H:12]3[CH2:17][CH2:16][CH2:15][N:14]([C:18]([O:20][C:21]([CH3:24])([CH3:23])[CH3:22])=[O:19])[CH2:13]3)[N:9]=[C:10]([C:32]3[CH:31]=[CH:30][C:29]([O:28][C:27]4[CH:44]=[C:45]([F:48])[CH:46]=[CH:47][C:26]=4[F:25])=[CH:34][CH:33]=3)[C:3]=12. The yield is 0.870.